From a dataset of Forward reaction prediction with 1.9M reactions from USPTO patents (1976-2016). Predict the product of the given reaction. The product is: [C:1]1([C:7]2([C:13]([Cl:19])=[O:15])[CH2:12][CH2:11][CH2:10][CH2:9][CH2:8]2)[CH:6]=[CH:5][CH:4]=[CH:3][CH:2]=1. Given the reactants [C:1]1([C:7]2([C:13]([OH:15])=O)[CH2:12][CH2:11][CH2:10][CH2:9][CH2:8]2)[CH:6]=[CH:5][CH:4]=[CH:3][CH:2]=1.C(Cl)(=O)C([Cl:19])=O, predict the reaction product.